This data is from Full USPTO retrosynthesis dataset with 1.9M reactions from patents (1976-2016). The task is: Predict the reactants needed to synthesize the given product. (1) Given the product [NH2:1][C:2]1[NH:6][N:5]=[C:4]([NH:16][C:17]2[C:18](=[O:25])[N:19]([CH3:24])[N:20]=[C:21]([Cl:23])[CH:22]=2)[N:3]=1, predict the reactants needed to synthesize it. The reactants are: [NH2:1][C:2]1[N:6](CC2C=CC(OC)=CC=2)[N:5]=[C:4]([NH:16][C:17]2[C:18](=[O:25])[N:19]([CH3:24])[N:20]=[C:21]([Cl:23])[CH:22]=2)[N:3]=1.C(O)(C(F)(F)F)=O. (2) Given the product [NH2:1][C:2]1[N:16]=[CH:15][C:14]([C:21]2[CH:22]=[CH:23][CH:24]=[CH:25][C:20]=2[CH2:19][OH:18])=[CH:13][C:3]=1[C:4]([NH:6][C:7]1[CH:12]=[CH:11][N:10]=[CH:9][CH:8]=1)=[O:5], predict the reactants needed to synthesize it. The reactants are: [NH2:1][C:2]1[N:16]=[CH:15][C:14](Br)=[CH:13][C:3]=1[C:4]([NH:6][C:7]1[CH:12]=[CH:11][N:10]=[CH:9][CH:8]=1)=[O:5].[OH:18][CH2:19][C:20]1[CH:25]=[CH:24][CH:23]=[CH:22][C:21]=1B(O)O.